Dataset: Forward reaction prediction with 1.9M reactions from USPTO patents (1976-2016). Task: Predict the product of the given reaction. (1) Given the reactants [Br:1][C:2]1[CH:7]=[C:6]([CH:8]=[CH:9]N(C)C)[C:5]([N+:13]([O-])=O)=[CH:4][N:3]=1.CCOC(C)=O, predict the reaction product. The product is: [Br:1][C:2]1[CH:7]=[C:6]2[CH:8]=[CH:9][NH:13][C:5]2=[CH:4][N:3]=1. (2) Given the reactants Cl[C:2]1[N:7]=[N:6][C:5]([C:8]([C:10]2[CH:11]=[N:12][CH:13]=[CH:14][CH:15]=2)=[O:9])=[C:4]([CH3:16])[C:3]=1[CH3:17].[CH3:18][C@H:19]1[NH:24][CH2:23][CH2:22][NH:21][CH2:20]1.C(N(CC)CC)C, predict the reaction product. The product is: [CH3:16][C:4]1[C:3]([CH3:17])=[C:2]([N:21]2[CH2:22][CH2:23][NH:24][C@H:19]([CH3:18])[CH2:20]2)[N:7]=[N:6][C:5]=1[C:8]([C:10]1[CH:11]=[N:12][CH:13]=[CH:14][CH:15]=1)=[O:9]. (3) Given the reactants [NH:1]([C:30]([O:32][CH2:33][C:34]1[CH:39]=[CH:38][CH:37]=[CH:36][CH:35]=1)=[O:31])[C@H:2]([C:6]([N:8]1[CH2:29][CH2:28][CH2:27][C@H:9]1[C:10]([NH:12][C@H:13]([C:17]([N:19]1[CH2:26][CH2:25][CH2:24][C@H:20]1[C:21](O)=[O:22])=[O:18])[CH:14]([CH3:16])[CH3:15])=[O:11])=[O:7])[CH:3]([CH3:5])[CH3:4].[CH3:40]N1CCOCC1.[N+](=C)=[N-].[ClH:50], predict the reaction product. The product is: [NH:1]([C:30]([O:32][CH2:33][C:34]1[CH:39]=[CH:38][CH:37]=[CH:36][CH:35]=1)=[O:31])[C@H:2]([C:6]([N:8]1[CH2:29][CH2:28][CH2:27][C@H:9]1[C:10]([NH:12][C@H:13]([C:17]([N:19]1[CH2:26][CH2:25][CH2:24][C@H:20]1[C:21]([CH2:40][Cl:50])=[O:22])=[O:18])[CH:14]([CH3:15])[CH3:16])=[O:11])=[O:7])[CH:3]([CH3:5])[CH3:4]. (4) Given the reactants [NH2:1][C:2]1[C:3]2[N:4]([C:8]([C@H:27]3[CH2:32][CH2:31][C@H:30]([CH2:33]O)[CH2:29][CH2:28]3)=[N:9][C:10]=2[C:11]2[CH:20]=[C:19]3[C:14]([CH:15]=[CH:16][C:17]([C:21]4[CH:26]=[CH:25][CH:24]=[CH:23][CH:22]=4)=[N:18]3)=[CH:13][CH:12]=2)[CH:5]=[CH:6][N:7]=1.[C:35]1(=[O:45])[NH:39][C:38](=[O:40])[C:37]2=[CH:41][CH:42]=[CH:43][CH:44]=[C:36]12.C1(P(C2C=CC=CC=2)C2C=CC=CC=2)C=CC=CC=1.CC(OC(/N=N/C(OC(C)C)=O)=O)C, predict the reaction product. The product is: [NH2:1][C:2]1[C:3]2[N:4]([C:8]([C@H:27]3[CH2:32][CH2:31][C@H:30]([CH2:33][N:39]4[C:35](=[O:45])[C:36]5[C:37](=[CH:41][CH:42]=[CH:43][CH:44]=5)[C:38]4=[O:40])[CH2:29][CH2:28]3)=[N:9][C:10]=2[C:11]2[CH:20]=[C:19]3[C:14]([CH:15]=[CH:16][C:17]([C:21]4[CH:26]=[CH:25][CH:24]=[CH:23][CH:22]=4)=[N:18]3)=[CH:13][CH:12]=2)[CH:5]=[CH:6][N:7]=1. (5) Given the reactants [C:1]1([NH2:8])[CH:6]=[CH:5][C:4]([NH2:7])=[CH:3][CH:2]=1.O.C1(C)C=CC(S(O)(=O)=O)=CC=1.O.O.O.[F:24][C:25]([F:33])([F:32])[C:26]([C:28]([F:31])([F:30])[F:29])=[O:27].[OH:34][C:35]([C:44]1[CH:49]=[C:48]([NH2:50])[CH:47]=[CH:46][C:45]=1[NH2:51])([C:40]([F:43])([F:42])[F:41])[C:36]([F:39])([F:38])[F:37], predict the reaction product. The product is: [F:24][C:25]([F:33])([F:32])[C:26]([C:28]([F:31])([F:30])[F:29])=[O:27].[OH:34][C:35]([C:44]1[CH:49]=[C:48]([NH2:50])[CH:47]=[CH:46][C:45]=1[NH2:51])([C:36]([F:39])([F:38])[F:37])[C:40]([F:43])([F:42])[F:41].[C:1]1([NH2:8])[CH:6]=[CH:5][C:4]([NH2:7])=[CH:3][CH:2]=1. (6) Given the reactants [C:1](Cl)(=[O:7])[O:2][CH2:3][CH2:4][CH2:5][Cl:6].[CH2:9]1[C:17]2[C:12](=[CH:13][CH:14]=[CH:15][CH:16]=2)[CH2:11][CH:10]1[NH:18][C:19]1[N:20]=[CH:21][C:22]2[CH2:28][NH:27][CH2:26][CH2:25][C:23]=2[N:24]=1.C(N(CC)CC)C, predict the reaction product. The product is: [CH2:9]1[C:17]2[C:12](=[CH:13][CH:14]=[CH:15][CH:16]=2)[CH2:11][CH:10]1[NH:18][C:19]1[N:20]=[CH:21][C:22]2[CH2:28][N:27]([C:1]([O:2][CH2:3][CH2:4][CH2:5][Cl:6])=[O:7])[CH2:26][CH2:25][C:23]=2[N:24]=1.